This data is from NCI-60 drug combinations with 297,098 pairs across 59 cell lines. The task is: Regression. Given two drug SMILES strings and cell line genomic features, predict the synergy score measuring deviation from expected non-interaction effect. (1) Drug 1: C1C(C(OC1N2C=C(C(=O)NC2=O)F)CO)O. Drug 2: CCC1(CC2CC(C3=C(CCN(C2)C1)C4=CC=CC=C4N3)(C5=C(C=C6C(=C5)C78CCN9C7C(C=CC9)(C(C(C8N6C=O)(C(=O)OC)O)OC(=O)C)CC)OC)C(=O)OC)O.OS(=O)(=O)O. Cell line: HT29. Synergy scores: CSS=34.9, Synergy_ZIP=2.08, Synergy_Bliss=2.34, Synergy_Loewe=-9.38, Synergy_HSA=1.41. (2) Drug 1: C1=CC(=CC=C1CCCC(=O)O)N(CCCl)CCCl. Drug 2: CC1=C(C(=CC=C1)Cl)NC(=O)C2=CN=C(S2)NC3=CC(=NC(=N3)C)N4CCN(CC4)CCO. Cell line: HCT116. Synergy scores: CSS=31.2, Synergy_ZIP=-2.13, Synergy_Bliss=-2.26, Synergy_Loewe=-8.12, Synergy_HSA=0.234. (3) Drug 1: CN1CCC(CC1)COC2=C(C=C3C(=C2)N=CN=C3NC4=C(C=C(C=C4)Br)F)OC. Drug 2: CC1CCCC2(C(O2)CC(NC(=O)CC(C(C(=O)C(C1O)C)(C)C)O)C(=CC3=CSC(=N3)C)C)C. Cell line: RPMI-8226. Synergy scores: CSS=1.05, Synergy_ZIP=1.87, Synergy_Bliss=7.10, Synergy_Loewe=-6.13, Synergy_HSA=-0.125. (4) Drug 1: CNC(=O)C1=CC=CC=C1SC2=CC3=C(C=C2)C(=NN3)C=CC4=CC=CC=N4. Drug 2: CC(C)(C#N)C1=CC(=CC(=C1)CN2C=NC=N2)C(C)(C)C#N. Cell line: HL-60(TB). Synergy scores: CSS=1.05, Synergy_ZIP=-2.41, Synergy_Bliss=-4.48, Synergy_Loewe=-5.09, Synergy_HSA=-5.38. (5) Drug 1: C1=C(C(=O)NC(=O)N1)F. Cell line: CAKI-1. Drug 2: CC(C1=C(C=CC(=C1Cl)F)Cl)OC2=C(N=CC(=C2)C3=CN(N=C3)C4CCNCC4)N. Synergy scores: CSS=27.9, Synergy_ZIP=2.13, Synergy_Bliss=0.361, Synergy_Loewe=5.10, Synergy_HSA=5.54. (6) Drug 1: C1=CC=C(C(=C1)C(C2=CC=C(C=C2)Cl)C(Cl)Cl)Cl. Drug 2: CN(C(=O)NC(C=O)C(C(C(CO)O)O)O)N=O. Cell line: BT-549. Synergy scores: CSS=0.886, Synergy_ZIP=-0.101, Synergy_Bliss=-0.765, Synergy_Loewe=-1.15, Synergy_HSA=-1.14.